From a dataset of Forward reaction prediction with 1.9M reactions from USPTO patents (1976-2016). Predict the product of the given reaction. (1) Given the reactants Cl[C:2]1[CH:29]=[CH:28][C:5]([C:6]([NH:8][CH2:9][C:10]2[C:19](=[O:20])[C:18]3[C:13](=[CH:14][C:15]([Cl:21])=[CH:16][CH:17]=3)[N:12]([C:22]3[CH:27]=[CH:26][CH:25]=[CH:24][CH:23]=3)[CH:11]=2)=[O:7])=[CH:4][N:3]=1.[OH:30][CH2:31][CH2:32][CH:33]1[CH2:38][CH2:37][NH:36][CH2:35][CH2:34]1, predict the reaction product. The product is: [Cl:21][C:15]1[CH:14]=[C:13]2[C:18]([C:19](=[O:20])[C:10]([CH2:9][NH:8][C:6]([C:5]3[CH:28]=[CH:29][C:2]([N:36]4[CH2:37][CH2:38][CH:33]([CH2:32][CH2:31][OH:30])[CH2:34][CH2:35]4)=[N:3][CH:4]=3)=[O:7])=[CH:11][N:12]2[C:22]2[CH:23]=[CH:24][CH:25]=[CH:26][CH:27]=2)=[CH:17][CH:16]=1. (2) Given the reactants [CH:1]([C:4]1[C:5]([O:24][CH2:25][C:26]2[CH:31]=[CH:30][C:29]([O:32][CH3:33])=[CH:28][CH:27]=2)=[CH:6][C:7]([O:14][CH2:15][C:16]2[CH:21]=[CH:20][C:19]([O:22][CH3:23])=[CH:18][CH:17]=2)=[C:8]([CH:10]([OH:13])[CH:11]=[CH2:12])[CH:9]=1)([CH3:3])[CH3:2].ClC1C(=O)C(C#N)=C(C#N)C(=O)C=1Cl, predict the reaction product. The product is: [CH:1]([C:4]1[C:5]([O:24][CH2:25][C:26]2[CH:27]=[CH:28][C:29]([O:32][CH3:33])=[CH:30][CH:31]=2)=[CH:6][C:7]([O:14][CH2:15][C:16]2[CH:21]=[CH:20][C:19]([O:22][CH3:23])=[CH:18][CH:17]=2)=[C:8]([C:10](=[O:13])[CH:11]=[CH2:12])[CH:9]=1)([CH3:3])[CH3:2]. (3) Given the reactants [CH2:1]([NH:8][C:9]([C:11]1[S:15][C:14]([C:16]2[O:20][CH:19]=[N:18][CH:17]=2)=[N:13][C:12]=1[CH3:21])=[O:10])[C:2]1[CH:7]=[CH:6][CH:5]=[CH:4][CH:3]=1.C([Li])CCC.II.[Br-].[CH2:30]([Zn+])[C:31]1[CH:36]=[CH:35][CH:34]=[CH:33][CH:32]=1.[Cl-].[NH4+], predict the reaction product. The product is: [CH2:1]([NH:8][C:9]([C:11]1[S:15][C:14]([C:16]2[O:20][C:19]([CH2:30][C:31]3[CH:36]=[CH:35][CH:34]=[CH:33][CH:32]=3)=[N:18][CH:17]=2)=[N:13][C:12]=1[CH3:21])=[O:10])[C:2]1[CH:7]=[CH:6][CH:5]=[CH:4][CH:3]=1. (4) Given the reactants [NH2:1][CH2:2][C:3]([NH2:5])=[O:4].Cl[C:7]1[CH:12]=[C:11]([C:13]2[CH:18]=[CH:17][CH:16]=[C:15]([CH3:19])[C:14]=2[CH3:20])[N:10]=[C:9]([NH2:21])[N:8]=1, predict the reaction product. The product is: [NH2:21][C:9]1[N:8]=[C:7]([NH:1][CH2:2][C:3]([NH2:5])=[O:4])[CH:12]=[C:11]([C:13]2[CH:18]=[CH:17][CH:16]=[C:15]([CH3:19])[C:14]=2[CH3:20])[N:10]=1. (5) Given the reactants [CH2:1]([O:5][C:6]1[CH:14]=[CH:13][C:9]([C:10](Cl)=[O:11])=[C:8]([CH2:15][CH2:16]Cl)[CH:7]=1)[CH2:2][CH2:3][CH3:4].[C:18]([O:22][C:23](=[O:39])[NH:24][CH2:25][C@H:26]1[CH2:30][CH2:29][N:28]([C:31]2[CH:36]=[CH:35][C:34]([NH2:37])=[CH:33][C:32]=2[F:38])[CH2:27]1)([CH3:21])([CH3:20])[CH3:19], predict the reaction product. The product is: [C:18]([O:22][C:23](=[O:39])[NH:24][CH2:25][C@H:26]1[CH2:30][CH2:29][N:28]([C:31]2[CH:36]=[CH:35][C:34]([N:37]3[CH2:16][CH2:15][C:8]4[C:9](=[CH:13][CH:14]=[C:6]([O:5][CH2:1][CH2:2][CH2:3][CH3:4])[CH:7]=4)[C:10]3=[O:11])=[CH:33][C:32]=2[F:38])[CH2:27]1)([CH3:21])([CH3:19])[CH3:20]. (6) The product is: [Cl:27][C:24]1[CH:25]=[CH:26][C:21]([C:20]([N:16]2[CH2:15][CH:14]([N:11]3[CH2:12][CH2:13][NH:8][CH2:9][CH2:10]3)[CH:18]([OH:19])[CH2:17]2)=[O:28])=[CH:22][CH:23]=1. Given the reactants C(OC([N:8]1[CH2:13][CH2:12][N:11]([CH:14]2[CH:18]([OH:19])[CH2:17][N:16]([C:20](=[O:28])[C:21]3[CH:26]=[CH:25][C:24]([Cl:27])=[CH:23][CH:22]=3)[CH2:15]2)[CH2:10][CH2:9]1)=O)(C)(C)C.C([O-])(=O)C.[NH4+], predict the reaction product. (7) Given the reactants [Cl:1][C:2]1[C:3]([O:22][CH3:23])=[C:4]([CH2:20][CH3:21])[CH:5]=[C:6]2[C:11]=1[O:10][CH:9]([C:12]([F:15])([F:14])[F:13])[C:8]([C:16]([O:18]C)=[O:17])=[CH:7]2.[OH-].[Li+].C(O)C.Cl, predict the reaction product. The product is: [Cl:1][C:2]1[C:3]([O:22][CH3:23])=[C:4]([CH2:20][CH3:21])[CH:5]=[C:6]2[C:11]=1[O:10][CH:9]([C:12]([F:15])([F:14])[F:13])[C:8]([C:16]([OH:18])=[O:17])=[CH:7]2. (8) Given the reactants [N-:1]=[N+:2]=[N-:3].[Na+].Cl.C(N(CC)CC)C.[Cl:13][C:14]1[CH:19]=[CH:18][C:17]([N:20]2[C:24]([CH:25]([CH:37]3[CH2:42][CH2:41][CH2:40][CH2:39][CH2:38]3)[CH2:26][O:27][C:28]3[CH:35]=[CH:34][C:31]([C:32]#[N:33])=[CH:30][C:29]=3[F:36])=[C:23]3[CH2:43][CH2:44][CH2:45][C:22]3=[N:21]2)=[CH:16][CH:15]=1, predict the reaction product. The product is: [Cl:13][C:14]1[CH:19]=[CH:18][C:17]([N:20]2[C:24]([CH:25]([CH:37]3[CH2:38][CH2:39][CH2:40][CH2:41][CH2:42]3)[CH2:26][O:27][C:28]3[CH:35]=[CH:34][C:31]([C:32]4[N:1]=[N:2][NH:3][N:33]=4)=[CH:30][C:29]=3[F:36])=[C:23]3[CH2:43][CH2:44][CH2:45][C:22]3=[N:21]2)=[CH:16][CH:15]=1. (9) Given the reactants [OH:1][CH2:2][C@H:3]1[CH2:8][CH2:7][C@H:6]([NH:9][C:10](=[O:16])[O:11][C:12]([CH3:15])([CH3:14])[CH3:13])[CH2:5][C@H:4]1[O:17][CH3:18].[CH3:19][S:20](Cl)(=[O:22])=[O:21], predict the reaction product. The product is: [CH3:19][S:20]([O:1][CH2:2][C@H:3]1[CH2:8][CH2:7][C@H:6]([NH:9][C:10]([O:11][C:12]([CH3:13])([CH3:14])[CH3:15])=[O:16])[CH2:5][C@H:4]1[O:17][CH3:18])(=[O:22])=[O:21].